From a dataset of Catalyst prediction with 721,799 reactions and 888 catalyst types from USPTO. Predict which catalyst facilitates the given reaction. (1) Reactant: [CH:1]1([C:6]2[C:15]([C:16]([C:18]3[CH:23]=[CH:22][C:21]([C:24]([F:27])([F:26])[F:25])=[CH:20][CH:19]=3)=[O:17])=[C:14]([CH:28]3[CH2:32][CH2:31][CH2:30][CH2:29]3)[C:13]3[C@@H:12]([OH:33])[CH2:11][C:10]([CH3:35])([CH3:34])[CH2:9][C:8]=3[N:7]=2)[CH2:5][CH2:4][CH2:3][CH2:2]1.N1C(C)=CC=CC=1C.FC(F)(F)S(O[Si:50]([C:53]([CH3:56])([CH3:55])[CH3:54])([CH3:52])[CH3:51])(=O)=O.[Cl-].[NH4+]. Product: [Si:50]([O:33][C@H:12]1[CH2:11][C:10]([CH3:35])([CH3:34])[CH2:9][C:8]2[N:7]=[C:6]([CH:1]3[CH2:2][CH2:3][CH2:4][CH2:5]3)[C:15]([C:16]([C:18]3[CH:19]=[CH:20][C:21]([C:24]([F:25])([F:26])[F:27])=[CH:22][CH:23]=3)=[O:17])=[C:14]([CH:28]3[CH2:29][CH2:30][CH2:31][CH2:32]3)[C:13]1=2)([C:53]([CH3:56])([CH3:55])[CH3:54])([CH3:52])[CH3:51]. The catalyst class is: 11. (2) Reactant: Cl.[NH:2]1[C:6]2[CH:7]=[CH:8][C:9]([N:11]3[CH:15]([C:16]4[CH:21]=[CH:20][CH:19]=[C:18]([F:22])[C:17]=4[F:23])[C:14]([CH3:24])=[C:13]([OH:25])[C:12]3=[O:26])=[CH:10][C:5]=2[N:4]=[CH:3]1.C(N(CC)CC)C.[CH3:34][C:35]([O:38][C:39](O[C:39]([O:38][C:35]([CH3:37])([CH3:36])[CH3:34])=[O:40])=[O:40])([CH3:37])[CH3:36]. Product: [F:23][C:17]1[C:18]([F:22])=[CH:19][CH:20]=[CH:21][C:16]=1[CH:15]1[C:14]([CH3:24])=[C:13]([OH:25])[C:12](=[O:26])[N:11]1[C:9]1[CH:8]=[CH:7][C:6]2[N:2]([C:39]([O:38][C:35]([CH3:37])([CH3:36])[CH3:34])=[O:40])[CH:3]=[N:4][C:5]=2[CH:10]=1. The catalyst class is: 1. (3) Reactant: F[C:2]1[CH:3]=[N:4][CH:5]=[CH:6][C:7]=1[C:8]1[O:9][C:10]2[CH:16]=[CH:15][C:14]([C:17]([F:20])([F:19])[F:18])=[CH:13][C:11]=2[N:12]=1.[K].[C:22]1(=[O:32])[NH:26][C:25](=[O:27])[C:24]2=[CH:28][CH:29]=[CH:30][CH:31]=[C:23]12.CN(C=O)C. Product: [F:18][C:17]([F:20])([F:19])[C:14]1[CH:15]=[CH:16][C:10]2[O:9][C:8]([C:7]3[CH:6]=[CH:5][N:4]=[CH:3][C:2]=3[N:26]3[C:25](=[O:27])[C:24]4=[CH:28][CH:29]=[CH:30][CH:31]=[C:23]4[C:22]3=[O:32])=[N:12][C:11]=2[CH:13]=1. The catalyst class is: 6. (4) Product: [CH2:1]([O:3][C:4](=[O:16])[CH:5]([C:6]1[N:7]([C:11]2[S:12][CH:13]=[CH:14][N:15]=2)[N:8]=[CH:9][CH:10]=1)[CH3:19])[CH3:2]. The catalyst class is: 3. Reactant: [CH2:1]([O:3][C:4](=[O:16])[CH2:5][C:6]1[N:7]([C:11]2[S:12][CH:13]=[CH:14][N:15]=2)[N:8]=[CH:9][CH:10]=1)[CH3:2].CI.[C:19](=O)([O-])[O-].[Cs+].[Cs+]. (5) Reactant: [Br:1][C:2]1[CH:9]=[CH:8][C:5]([C:6]#[N:7])=[CH:4][C:3]=1[CH:10](Br)Br.CC[OH:15]. Product: [Br:1][C:2]1[CH:9]=[CH:8][C:5]([C:6]#[N:7])=[CH:4][C:3]=1[CH:10]=[O:15]. The catalyst class is: 716. (6) Reactant: C([O:8][CH2:9][C:10]1([CH2:13][N:14]2[CH:18]=[C:17]([B:19]3[O:23][C:22]([CH3:25])([CH3:24])[C:21]([CH3:27])([CH3:26])[O:20]3)[CH:16]=[N:15]2)[CH2:12][CH2:11]1)C1C=CC=CC=1. Product: [CH3:26][C:21]1([CH3:27])[C:22]([CH3:24])([CH3:25])[O:23][B:19]([C:17]2[CH:16]=[N:15][N:14]([CH2:13][C:10]3([CH2:9][OH:8])[CH2:12][CH2:11]3)[CH:18]=2)[O:20]1. The catalyst class is: 29. (7) Reactant: C([N:8]1[CH2:13][CH2:12][CH:11]([CH:14]([C:22]2[CH:27]=[CH:26][C:25]([F:28])=[CH:24][CH:23]=2)[C:15]2[CH:20]=[CH:19][C:18]([F:21])=[CH:17][CH:16]=2)[C:10](=[O:29])[CH2:9]1)C1C=CC=CC=1.[H][H]. Product: [F:21][C:18]1[CH:19]=[CH:20][C:15]([CH:14]([C:22]2[CH:23]=[CH:24][C:25]([F:28])=[CH:26][CH:27]=2)[CH:11]2[CH2:12][CH2:13][NH:8][CH2:9][C:10]2=[O:29])=[CH:16][CH:17]=1. The catalyst class is: 19. (8) Reactant: [C:1]([O:5][C:6]([N:8]1[CH2:13][CH2:12][CH:11]([NH:14][CH2:15][C:16]2[C:21]([CH3:22])=[CH:20][C:19]([CH3:23])=[CH:18][N:17]=2)[CH2:10][CH2:9]1)=[O:7])([CH3:4])([CH3:3])[CH3:2].[CH2:24]([N:27]1[C:31]2[CH:32]=[CH:33][CH:34]=[CH:35][C:30]=2[N:29]=[C:28]1[CH:36]=O)[CH:25]=[CH2:26].[BH-](OC(C)=O)(OC(C)=O)OC(C)=O.[Na+]. Product: [C:1]([O:5][C:6]([N:8]1[CH2:13][CH2:12][CH:11]([N:14]([CH2:36][C:28]2[N:27]([CH2:24][CH:25]=[CH2:26])[C:31]3[CH:32]=[CH:33][CH:34]=[CH:35][C:30]=3[N:29]=2)[CH2:15][C:16]2[C:21]([CH3:22])=[CH:20][C:19]([CH3:23])=[CH:18][N:17]=2)[CH2:10][CH2:9]1)=[O:7])([CH3:4])([CH3:3])[CH3:2]. The catalyst class is: 2.